Dataset: Full USPTO retrosynthesis dataset with 1.9M reactions from patents (1976-2016). Task: Predict the reactants needed to synthesize the given product. Given the product [NH2:19][C:16]1[N:15]=[C:14]([CH3:22])[C:13]([O:12][C:10]2[CH:9]=[CH:8][N:7]=[C:6]([NH:5][C:3](=[O:4])[N:2]([CH3:23])[CH3:1])[CH:11]=2)=[CH:18][CH:17]=1, predict the reactants needed to synthesize it. The reactants are: [CH3:1][N:2]([CH3:23])[C:3]([NH:5][C:6]1[CH:11]=[C:10]([O:12][C:13]2[C:14]([CH3:22])=[N:15][C:16]([N+:19]([O-])=O)=[CH:17][CH:18]=2)[CH:9]=[CH:8][N:7]=1)=[O:4].[NH4+].[Cl-].